This data is from Reaction yield outcomes from USPTO patents with 853,638 reactions. The task is: Predict the reaction yield, written as a fraction of the theoretical maximum amount of product (1.0 means a 100% yield; for example, 0.34 means a 34% yield). (1) The reactants are N[C:2]1[C:6]([C:7]([O:9][CH2:10][CH3:11])=[O:8])=[CH:5][NH:4][N:3]=1.[I-:12].[K+].N([O-])=O.[Na+]. The catalyst is C(O)(=O)C.O. The product is [I:12][C:2]1[C:6]([C:7]([O:9][CH2:10][CH3:11])=[O:8])=[CH:5][NH:4][N:3]=1. The yield is 0.590. (2) The catalyst is N.CO. The product is [NH2:11][CH2:10][C:4]1[C:5](=[O:9])[NH:6][C:7]([CH3:8])=[C:2]([F:1])[C:3]=1[CH3:12]. The yield is 0.200. The reactants are [F:1][C:2]1[C:3]([CH3:12])=[C:4]([C:10]#[N:11])[C:5](=[O:9])[NH:6][C:7]=1[CH3:8]. (3) The reactants are [NH2:1][C:2]1[C:10]([Br:11])=[CH:9][C:8]([Cl:12])=[CH:7][C:3]=1[C:4]([OH:6])=[O:5].[C:13](Cl)(Cl)=[O:14]. The catalyst is O1CCOCC1. The product is [Br:11][C:10]1[C:2]2[NH:1][C:13](=[O:14])[O:5][C:4](=[O:6])[C:3]=2[CH:7]=[C:8]([Cl:12])[CH:9]=1. The yield is 1.14. (4) The reactants are [H-].[Na+].[C:3]([O:7][C:8]([NH:10][C:11]1[N:16]=[C:15]([C:17]([O:19][CH2:20][CH3:21])=[O:18])[CH:14]=[CH:13][CH:12]=1)=[O:9])([CH3:6])([CH3:5])[CH3:4].Br[CH2:23][C:24]([O:26][C:27]([CH3:30])([CH3:29])[CH3:28])=[O:25].[Cl-].[NH4+]. The catalyst is O.CN(C)C=O. The product is [C:3]([O:7][C:8]([N:10]([CH2:23][C:24]([O:26][C:27]([CH3:30])([CH3:29])[CH3:28])=[O:25])[C:11]1[CH:12]=[CH:13][CH:14]=[C:15]([C:17]([O:19][CH2:20][CH3:21])=[O:18])[N:16]=1)=[O:9])([CH3:6])([CH3:5])[CH3:4]. The yield is 0.930. (5) The reactants are [NH2:1][C:2]1[N:7]=[C:6]([NH2:8])[C:5]([O:9][C:10]2[C:11]([CH:21]([CH3:23])[CH3:22])=[CH:12][C:13]([O:19][CH3:20])=[C:14]([CH:16]([OH:18])[CH3:17])[CH:15]=2)=[CH:4][N:3]=1.[CH3:24]CN(S(F)(F)F)CC.C([O-])(O)=O.[Na+]. The catalyst is C(Cl)Cl. The product is [CH:21]([C:11]1[CH:12]=[C:13]([O:19][CH3:20])[C:14]([CH:16]=[CH2:17])=[CH:15][C:10]=1[O:9][C:5]1[C:6]([NH2:8])=[N:7][C:2]([NH2:1])=[N:3][CH:4]=1)([CH3:23])[CH3:22].[CH:21]([C:11]1[CH:12]=[C:13]([O:19][CH3:20])[C:14]([CH:16]([O:18][CH3:24])[CH3:17])=[CH:15][C:10]=1[O:9][C:5]1[C:6]([NH2:8])=[N:7][C:2]([NH2:1])=[N:3][CH:4]=1)([CH3:23])[CH3:22]. The yield is 0.0300. (6) The catalyst is CN(C=O)C.C(Cl)Cl.CCOCC.O. The reactants are [CH3:1][NH:2][CH2:3][C:4]1[C:8]2[CH:9]=[CH:10][CH:11]=[CH:12][C:7]=2[O:6][C:5]=1[CH3:13].[ClH:14].[O:15]1[CH2:20][CH2:19][NH:18][C:17]2[N:21]=[CH:22][C:23]([CH:25]=[CH:26][C:27]([OH:29])=O)=[CH:24][C:16]1=2.ON1C2C=CC=CC=2N=N1.C(N(C(C)C)CC)(C)C.CN(C)CCCN=C=NCC.Cl. The product is [ClH:14].[O:15]1[CH2:20][CH2:19][NH:18][C:17]2[N:21]=[CH:22][C:23](/[CH:25]=[CH:26]/[C:27]([N:2]([CH3:1])[CH2:3][C:4]3[C:8]4[CH:9]=[CH:10][CH:11]=[CH:12][C:7]=4[O:6][C:5]=3[CH3:13])=[O:29])=[CH:24][C:16]1=2. The yield is 0.390. (7) The reactants are [F:1][C:2]1[CH:3]=[C:4]([N:39]2[C:44](=[O:45])[C:43]3[S:46][C:47]4[CH2:52][CH2:51][CH2:50][CH2:49][C:48]=4[C:42]=3[CH:41]=[N:40]2)[C:5]([CH2:34][O:35]C(=O)C)=[C:6]([C:8]2[CH:9]=[C:10]([NH:16][C:17]3[N:22]=[C:21]([N:23]4[CH2:28][CH2:27][CH2:26][C@H:25]([NH:29][C:30](=[O:33])[CH:31]=[CH2:32])[CH2:24]4)[CH:20]=[CH:19][CH:18]=3)[C:11](=[O:15])[N:12]([CH3:14])[CH:13]=2)[CH:7]=1.O[Li].O. The catalyst is C1COCC1.CC(O)C.O. The product is [F:1][C:2]1[CH:3]=[C:4]([N:39]2[C:44](=[O:45])[C:43]3[S:46][C:47]4[CH2:52][CH2:51][CH2:50][CH2:49][C:48]=4[C:42]=3[CH:41]=[N:40]2)[C:5]([CH2:34][OH:35])=[C:6]([C:8]2[CH:9]=[C:10]([NH:16][C:17]3[N:22]=[C:21]([N:23]4[CH2:28][CH2:27][CH2:26][C@H:25]([NH:29][C:30](=[O:33])[CH:31]=[CH2:32])[CH2:24]4)[CH:20]=[CH:19][CH:18]=3)[C:11](=[O:15])[N:12]([CH3:14])[CH:13]=2)[CH:7]=1. The yield is 0.290. (8) The reactants are [CH3:1][O:2][C:3]1[CH:4]=[C:5]([CH2:9][C:10]([NH:13]C([NH:13][C:10]([CH3:11])([CH3:12])[CH2:9][C:5]2[CH:6]=[CH:7][CH:8]=[C:3]([O:2][CH3:1])[CH:4]=2)=O)([CH3:12])[CH3:11])[CH:6]=[CH:7][CH:8]=1.[OH-].[K+]. The catalyst is C(O)CO.O. The product is [CH3:1][O:2][C:3]1[CH:4]=[C:5]([CH2:9][C:10]([CH3:12])([NH2:13])[CH3:11])[CH:6]=[CH:7][CH:8]=1. The yield is 0.220. (9) The reactants are CCN=C=NCCCN(C)C.[Cl:12][C:13]1[CH:34]=[CH:33][C:16]([C:17]([N:19]([CH3:32])[C:20]2[CH:31]=[CH:30][CH:29]=[CH:28][C:21]=2[O:22][CH2:23][CH2:24][C:25](O)=[O:26])=[O:18])=[CH:15][C:14]=1[C:35]1[CH:36]=[N:37][C:38]([C:43]([F:46])([F:45])[F:44])=[CH:39][C:40]=1[C:41]#[N:42].[C:47]([O:51][C:52]([CH3:55])([CH3:54])[CH3:53])(=[O:50])[NH:48][NH2:49].C1C=CC2N(O)N=NC=2C=1.C([O-])([O-])=O.[Na+].[Na+]. The catalyst is CN(C=O)C.ClCCl. The product is [C:52]([O:51][C:47]([NH:48][NH:49][C:25](=[O:26])[CH2:24][CH2:23][O:22][C:21]1[CH:28]=[CH:29][CH:30]=[CH:31][C:20]=1[N:19]([C:17](=[O:18])[C:16]1[CH:33]=[CH:34][C:13]([Cl:12])=[C:14]([C:35]2[CH:36]=[N:37][C:38]([C:43]([F:44])([F:46])[F:45])=[CH:39][C:40]=2[C:41]#[N:42])[CH:15]=1)[CH3:32])=[O:50])([CH3:55])([CH3:54])[CH3:53]. The yield is 0.940. (10) The reactants are [CH2:1]([CH:8]1[CH2:17][C:16]2[C:11](=[CH:12][CH:13]=[CH:14][CH:15]=2)[CH2:10][N:9]1[CH2:18][CH2:19][NH2:20])[C:2]1[CH:7]=[CH:6][CH:5]=[CH:4][CH:3]=1.[CH:21](=O)[C:22]1[CH:27]=[CH:26][CH:25]=[CH:24][CH:23]=1.C(O[BH-](OC(=O)C)OC(=O)C)(=O)C.[Na+].C(=O)([O-])O.[Na+]. The catalyst is C1(C)C=CC=CC=1.C(O)(=O)C. The product is [CH2:21]([NH:20][CH2:19][CH2:18][N:9]1[CH:8]([CH2:1][C:2]2[CH:3]=[CH:4][CH:5]=[CH:6][CH:7]=2)[CH2:17][C:16]2[C:11](=[CH:12][CH:13]=[CH:14][CH:15]=2)[CH2:10]1)[C:22]1[CH:27]=[CH:26][CH:25]=[CH:24][CH:23]=1. The yield is 0.700.